Dataset: Catalyst prediction with 721,799 reactions and 888 catalyst types from USPTO. Task: Predict which catalyst facilitates the given reaction. (1) Reactant: [Br:1][C:2]1[CH:3]=[C:4]([CH2:8][C:9]([O:11][CH3:12])=[O:10])[CH:5]=[N:6][CH:7]=1.[H-].[Na+].Br[CH2:16][CH2:17]Br.O. Product: [Br:1][C:2]1[CH:3]=[C:4]([C:8]2([C:9]([O:11][CH3:12])=[O:10])[CH2:17][CH2:16]2)[CH:5]=[N:6][CH:7]=1. The catalyst class is: 348. (2) Reactant: [O:1]1[C:5]2[CH:6]=[CH:7][CH:8]=[CH:9][C:4]=2[N:3]=[C:2]1[NH:10][C@@H:11]([CH2:15][CH:16]1[CH2:21][CH2:20][CH2:19][CH2:18][CH2:17]1)[C:12]([OH:14])=O.Cl.Cl.[CH3:24][O:25][C:26]1[CH:31]=[CH:30][C:29]([NH:32][CH2:33][CH2:34][NH2:35])=[CH:28][CH:27]=1.CCN(C(C)C)C(C)C.CN(C(ON1N=NC2C=CC=NC1=2)=[N+](C)C)C.F[P-](F)(F)(F)(F)F. Product: [O:1]1[C:5]2[CH:6]=[CH:7][CH:8]=[CH:9][C:4]=2[N:3]=[C:2]1[NH:10][C@@H:11]([CH2:15][CH:16]1[CH2:21][CH2:20][CH2:19][CH2:18][CH2:17]1)[C:12]([NH:35][CH2:34][CH2:33][NH:32][C:29]1[CH:30]=[CH:31][C:26]([O:25][CH3:24])=[CH:27][CH:28]=1)=[O:14]. The catalyst class is: 4. (3) Reactant: CC([N:5]([CH2:9][CH:10]([N:17]1C(=O)C2C(=CC=CC=2)C1=O)[C:11]1[CH:16]=[CH:15][CH:14]=[CH:13][CH:12]=1)[C:6](=[O:8])[O-:7])(C)C.CN.NN. Product: [NH2:17][CH:10]([C:11]1[CH:12]=[CH:13][CH:14]=[CH:15][CH:16]=1)[CH2:9][NH:5][C:6](=[O:8])[O:7][C:11]([CH3:16])([CH3:12])[CH3:10]. The catalyst class is: 5. (4) Reactant: [Cl:1][C:2]1[CH:3]=[C:4]([CH:28]=[CH:29][C:30]=1[C:31]#[N:32])[O:5][CH2:6][C:7]1[S:11][C:10]([C:12]2[CH:17]=[CH:16][C:15]([C:18]([F:21])([F:20])[F:19])=[CH:14][CH:13]=2)=[N:9][C:8]=1[CH2:22][O:23]S(C)(=O)=O.C[O-].[Na+].[C:36](OCC)(=O)C. Product: [Cl:1][C:2]1[CH:3]=[C:4]([O:5][CH2:6][C:7]2[S:11][C:10]([C:12]3[CH:17]=[CH:16][C:15]([C:18]([F:21])([F:19])[F:20])=[CH:14][CH:13]=3)=[N:9][C:8]=2[CH2:22][O:23][CH3:36])[CH:28]=[CH:29][C:30]=1[C:31]#[N:32]. The catalyst class is: 5. (5) Reactant: [CH2:1]([O:3][C:4]([NH:6][C:7]1[C:15]2[NH:14][C:13]3[CH2:16][CH2:17][N:18]([C:20]([O:22][C:23](C)(C)[CH3:24])=[O:21])[CH2:19][C:12]=3[C:11]=2[CH:10]=[CH:9][CH:8]=1)=[O:5])[CH3:2].C(O)(C(F)(F)F)=O.C([O-])([O-])=O.[K+].[K+].ClC(OCC)=O. Product: [CH2:1]([O:3][C:4]([NH:6][C:7]1[C:15]2[NH:14][C:13]3[CH2:16][CH2:17][N:18]([C:20]([O:22][CH2:23][CH3:24])=[O:21])[CH2:19][C:12]=3[C:11]=2[CH:10]=[CH:9][CH:8]=1)=[O:5])[CH3:2]. The catalyst class is: 34. (6) Reactant: [C:1](#[N:5])[CH2:2][C:3]#[N:4].[H-].[Na+].[Cl-].C(C1C=CC=C(C(C)C)C=1[N+]1C=CN(C2C(C(C)C)=CC=CC=2C(C)C)C=1)(C)C.[Cl:38][C:39]1[CH:44]=[CH:43][C:42](I)=[CH:41][C:40]=1[CH3:46]. Product: [Cl:38][C:39]1[CH:44]=[CH:43][C:42]([CH:2]([C:1]#[N:5])[C:3]#[N:4])=[CH:41][C:40]=1[CH3:46]. The catalyst class is: 443. (7) Reactant: Cl.N[CH:3]1[CH2:8][CH2:7][CH:6]([O:9][C:10]2[C:11]3[C:12]4[CH2:13][C@H:14]([CH2:23][C:24]([NH2:26])=[O:25])[CH2:15][CH2:16][C:17]=4[S:18][C:19]=3[N:20]=[CH:21][N:22]=2)[CH2:5][CH2:4]1.C=O.[CH3:29]C(O)=O.[BH3-][C:34]#[N:35].[Na+]. Product: [CH3:29][N:35]([CH3:34])[CH:3]1[CH2:8][CH2:7][CH:6]([O:9][C:10]2[C:11]3[C:12]4[CH2:13][C@H:14]([CH2:23][C:24]([NH2:26])=[O:25])[CH2:15][CH2:16][C:17]=4[S:18][C:19]=3[N:20]=[CH:21][N:22]=2)[CH2:5][CH2:4]1. The catalyst class is: 5. (8) Reactant: [CH3:1][C@H:2]1[CH2:7][NH:6][CH2:5][C@@H:4]([CH3:8])[NH:3]1.C(N(CC)CC)C.[CH3:16][S:17](Cl)(=[O:19])=[O:18]. Product: [CH3:16][S:17]([N:6]1[CH2:5][C@@H:4]([CH3:8])[NH:3][C@@H:2]([CH3:1])[CH2:7]1)(=[O:19])=[O:18]. The catalyst class is: 4. (9) Reactant: [F:1][C:2]1[CH:7]=[CH:6][CH:5]=[C:4]([F:8])[C:3]=1[N:9]1[C:17]2[CH:16]=[CH:15][N:14]=[C:13]([O:18][CH3:19])[C:12]=2[C:11]([C:20]2[CH:25]=[CH:24][C:23]([N:26]3[CH2:31][CH2:30][N:29](C(OC(C)(C)C)=O)[CH2:28][CH2:27]3)=[CH:22][CH:21]=2)=[N:10]1.FC(F)(F)C(O)=O. Product: [F:1][C:2]1[CH:7]=[CH:6][CH:5]=[C:4]([F:8])[C:3]=1[N:9]1[C:17]2[CH:16]=[CH:15][N:14]=[C:13]([O:18][CH3:19])[C:12]=2[C:11]([C:20]2[CH:21]=[CH:22][C:23]([N:26]3[CH2:27][CH2:28][NH:29][CH2:30][CH2:31]3)=[CH:24][CH:25]=2)=[N:10]1. The catalyst class is: 4.